Predict the product of the given reaction. From a dataset of Forward reaction prediction with 1.9M reactions from USPTO patents (1976-2016). Given the reactants [Na].[CH2:2]([OH:4])[CH3:3].[Br:5][C:6]1[CH:7]=[N:8][CH:9]=[C:10](Br)[CH:11]=1.CN(C=O)C, predict the reaction product. The product is: [CH2:2]([O:4][C:10]1[CH:11]=[C:6]([Br:5])[CH:7]=[N:8][CH:9]=1)[CH3:3].